Dataset: Forward reaction prediction with 1.9M reactions from USPTO patents (1976-2016). Task: Predict the product of the given reaction. (1) Given the reactants [CH3:1][C:2]1[CH:11]=[CH:10][C:9]2[C:4](=[CH:5][CH:6]=[CH:7][C:8]=2[N:12]2[CH2:17][CH2:16][NH:15][CH2:14][CH2:13]2)[N:3]=1.[C:18]([O-:21])([O-])=[O:19].[K+].[K+].Cl[CH2:25][C:26]([C:28]1[CH:29]=[CH:30][C:31]2OC[C:34](=O)[N:33]([CH3:38])[C:32]=2[CH:39]=1)=[O:27], predict the reaction product. The product is: [CH3:38][N:33]1[C:32]2[CH:39]=[C:28]([C:26](=[O:27])[CH2:25][N:15]3[CH2:16][CH2:17][N:12]([C:8]4[CH:7]=[CH:6][CH:5]=[C:4]5[C:9]=4[CH:10]=[CH:11][C:2]([CH3:1])=[N:3]5)[CH2:13][CH2:14]3)[CH:29]=[CH:30][C:31]=2[O:21][C:18](=[O:19])[CH2:34]1. (2) Given the reactants [Cl:1][C:2]1[N:3]=[CH:4][C:5]2[C:10]([CH:11]=1)=[CH:9][C:8]([C:12]#[CH:13])=[CH:7][CH:6]=2.[N:14]([Si](C)(C)C)=[N+:15]=[N-:16], predict the reaction product. The product is: [Cl:1][C:2]1[N:3]=[CH:4][C:5]2[C:10]([CH:11]=1)=[CH:9][C:8]([C:12]1[CH:13]=[N:16][NH:15][N:14]=1)=[CH:7][CH:6]=2. (3) Given the reactants [CH3:1][O:2][CH2:3][C:4]1[CH:9]=[CH:8][CH:7]=[CH:6][C:5]=1[C:10](=[O:15])[C:11]([NH:13][CH3:14])=[O:12].[BH4-].[Na+], predict the reaction product. The product is: [CH3:1][O:2][CH2:3][C:4]1[CH:9]=[CH:8][CH:7]=[CH:6][C:5]=1[CH:10]([OH:15])[C:11]([NH:13][CH3:14])=[O:12]. (4) The product is: [CH:14]([OH:18])=[O:41].[S:2]1[C:10]2[C:5](=[N:6][CH:7]=[CH:8][CH:9]=2)[N:4]=[C:3]1[O:11][C:12]1[CH:27]=[CH:26][C:15]2[CH:16]=[C:17]([CH2:19][N:20]3[CH2:24][CH2:23][CH:22]([NH:25][C:40]([NH2:39])=[O:41])[CH2:21]3)[O:18][C:14]=2[CH:13]=1. Given the reactants Cl.[S:2]1[C:10]2[C:5](=[N:6][CH:7]=[CH:8][CH:9]=2)[N:4]=[C:3]1[O:11][C:12]1[CH:27]=[CH:26][C:15]2[CH:16]=[C:17]([CH2:19][N:20]3[CH2:24][CH2:23][CH:22]([NH2:25])[CH2:21]3)[O:18][C:14]=2[CH:13]=1.CCN(CC)CC.C[Si]([N:39]=[C:40]=[O:41])(C)C, predict the reaction product. (5) Given the reactants [Cl:1][C:2]1[CH:3]=[N:4][C:5]([NH:11][CH2:12][C:13]([F:16])([F:15])[F:14])=[C:6]([CH:10]=1)[C:7]([OH:9])=O.CCN=C=NCCCN(C)C.C1C=CC2N(O)N=NC=2C=1.CCN(C(C)C)C(C)C.[CH3:47][C:48]([NH2:52])([C:50]#[CH:51])[CH3:49], predict the reaction product. The product is: [Cl:1][C:2]1[CH:3]=[N:4][C:5]([NH:11][CH2:12][C:13]([F:16])([F:15])[F:14])=[C:6]([CH:10]=1)[C:7]([NH:52][C:48]([CH3:49])([C:50]#[CH:51])[CH3:47])=[O:9]. (6) Given the reactants [Cl:1][C:2]1[CH:7]=[CH:6][C:5]([C@H:8]2[C@@H:12]([C:13]3[CH:18]=[CH:17][C:16]([Cl:19])=[CH:15][CH:14]=3)[NH:11][C:10]([C:20]3[CH:25]=[CH:24][C:23]([O:26][CH3:27])=[CH:22][C:21]=3[O:28][CH:29]([CH3:31])[CH3:30])=[N:9]2)=[CH:4][CH:3]=1.C(N(CC)CC)C.[C:39](Cl)(Cl)=[O:40].[C:43]([N:46]1[CH2:51][CH2:50][NH:49][CH2:48][CH2:47]1)(=[O:45])[CH3:44].C(=O)(O)[O-].[Na+], predict the reaction product. The product is: [Cl:1][C:2]1[CH:3]=[CH:4][C:5]([CH:8]2[CH:12]([C:13]3[CH:14]=[CH:15][C:16]([Cl:19])=[CH:17][CH:18]=3)[N:11]([C:39]([N:49]3[CH2:50][CH2:51][N:46]([C:43](=[O:45])[CH3:44])[CH2:47][CH2:48]3)=[O:40])[C:10]([C:20]3[CH:25]=[CH:24][C:23]([O:26][CH3:27])=[CH:22][C:21]=3[O:28][CH:29]([CH3:31])[CH3:30])=[N:9]2)=[CH:6][CH:7]=1. (7) Given the reactants [CH2:1]([S:8][C:9]1[C:14]([C:15]([O:17][CH3:18])=[O:16])=[C:13]([N:19]2[CH2:24][CH2:23][CH:22]([OH:25])[CH2:21][CH2:20]2)[N:12]=[C:11](Cl)[N:10]=1)[C:2]1[CH:7]=[CH:6][CH:5]=[CH:4][CH:3]=1.[N:27]1[CH:28]=[CH:29][N:30]2[CH2:35][CH2:34][NH:33][CH2:32][C:31]=12.C(N(CC)CC)C.CN(C)C(=O)C, predict the reaction product. The product is: [CH2:1]([S:8][C:9]1[C:14]([C:15]([O:17][CH3:18])=[O:16])=[C:13]([N:19]2[CH2:24][CH2:23][CH:22]([OH:25])[CH2:21][CH2:20]2)[N:12]=[C:11]([N:33]2[CH2:34][CH2:35][N:30]3[CH:29]=[CH:28][N:27]=[C:31]3[CH2:32]2)[N:10]=1)[C:2]1[CH:7]=[CH:6][CH:5]=[CH:4][CH:3]=1. (8) Given the reactants [CH3:1][S:2]([CH2:5][C:6]([O:8][CH3:9])=[O:7])(=[O:4])=[O:3].[H-].[Na+].[Cl:12][C:13]1[N:18]=[C:17](Cl)[CH:16]=[CH:15][N:14]=1.Cl, predict the reaction product. The product is: [Cl:12][C:13]1[N:18]=[C:17]([CH:5]([S:2]([CH3:1])(=[O:4])=[O:3])[C:6]([O:8][CH3:9])=[O:7])[CH:16]=[CH:15][N:14]=1. (9) Given the reactants [CH3:1][O:2][C:3]([C:5]1[CH:13]=[C:12]2[C:8]([C:9]([CH:14]3[CH2:19][CH2:18][CH2:17][CH2:16][CH2:15]3)=[CH:10][NH:11]2)=[CH:7][CH:6]=1)=[O:4].C1C=C[NH+]=CC=1.[Br:26][Br-]Br, predict the reaction product. The product is: [CH3:1][O:2][C:3]([C:5]1[CH:13]=[C:12]2[C:8]([C:9]([CH:14]3[CH2:19][CH2:18][CH2:17][CH2:16][CH2:15]3)=[C:10]([Br:26])[NH:11]2)=[CH:7][CH:6]=1)=[O:4]. (10) Given the reactants [Br:1][C:2]1[C:3]2[CH2:4][C@@H:5]3[CH2:14][NH:13][CH2:12][CH2:11][N:6]3[C:7]=2[CH:8]=[CH:9][CH:10]=1.Br[CH2:16][C:17]([NH2:19])=[O:18], predict the reaction product. The product is: [Br:1][C:2]1[C:3]2[CH2:4][C@@H:5]3[CH2:14][N:13]([CH2:16][C:17]([NH2:19])=[O:18])[CH2:12][CH2:11][N:6]3[C:7]=2[CH:8]=[CH:9][CH:10]=1.